From a dataset of Catalyst prediction with 721,799 reactions and 888 catalyst types from USPTO. Predict which catalyst facilitates the given reaction. Reactant: [NH2:1][C:2](=[O:29])[C@@H:3]([NH:12][C:13]([C:15]1([NH:21][C:22](=[O:28])[O:23][C:24]([CH3:27])([CH3:26])[CH3:25])[CH2:20][CH2:19][O:18][CH2:17][CH2:16]1)=[O:14])[CH2:4][C:5]1[CH:10]=[CH:9][C:8](I)=[CH:7][CH:6]=1.[C:30]([C:32]1[CH:33]=[C:34](B(O)O)[CH:35]=[CH:36][CH:37]=1)#[N:31].C(=O)([O-])[O-].[Na+].[Na+]. Product: [NH2:1][C:2](=[O:29])[C@@H:3]([NH:12][C:13]([C:15]1([NH:21][C:22](=[O:28])[O:23][C:24]([CH3:27])([CH3:26])[CH3:25])[CH2:20][CH2:19][O:18][CH2:17][CH2:16]1)=[O:14])[CH2:4][C:5]1[CH:10]=[CH:9][C:8]([C:36]2[CH:35]=[CH:34][CH:33]=[C:32]([C:30]#[N:31])[CH:37]=2)=[CH:7][CH:6]=1. The catalyst class is: 10.